From a dataset of NCI-60 drug combinations with 297,098 pairs across 59 cell lines. Regression. Given two drug SMILES strings and cell line genomic features, predict the synergy score measuring deviation from expected non-interaction effect. (1) Drug 1: C1=CC(=C2C(=C1NCCNCCO)C(=O)C3=C(C=CC(=C3C2=O)O)O)NCCNCCO. Drug 2: CC1C(C(CC(O1)OC2CC(OC(C2O)C)OC3=CC4=CC5=C(C(=O)C(C(C5)C(C(=O)C(C(C)O)O)OC)OC6CC(C(C(O6)C)O)OC7CC(C(C(O7)C)O)OC8CC(C(C(O8)C)O)(C)O)C(=C4C(=C3C)O)O)O)O. Cell line: RXF 393. Synergy scores: CSS=31.8, Synergy_ZIP=11.8, Synergy_Bliss=17.0, Synergy_Loewe=11.4, Synergy_HSA=17.6. (2) Drug 1: CC1=C2C(C(=O)C3(C(CC4C(C3C(C(C2(C)C)(CC1OC(=O)C(C(C5=CC=CC=C5)NC(=O)C6=CC=CC=C6)O)O)OC(=O)C7=CC=CC=C7)(CO4)OC(=O)C)O)C)OC(=O)C. Drug 2: CC1=C(C(=O)C2=C(C1=O)N3CC4C(C3(C2COC(=O)N)OC)N4)N. Cell line: UACC-257. Synergy scores: CSS=21.8, Synergy_ZIP=-8.17, Synergy_Bliss=-4.91, Synergy_Loewe=-2.73, Synergy_HSA=-2.53.